From a dataset of Catalyst prediction with 721,799 reactions and 888 catalyst types from USPTO. Predict which catalyst facilitates the given reaction. Reactant: C(NCC1SC([B:10]([OH:12])[OH:11])=CC=1)C.C(S(N1CCC(C2C3C(=C(C(N)=O)C=C([C:33]4[S:34][C:35]([CH2:38][NH:39][CH2:40][CH:41]([CH3:44])[CH2:42][CH3:43])=[CH:36][CH:37]=4)C=3)NC=2)CC1)(=O)=O)C.C(C1SC(B(O)O)=CC=1)=O.[BH3-]C#N.[Na+].CC(CC)CN. Product: [CH3:44][CH:41]([CH2:42][CH3:43])[CH2:40][NH:39][CH2:38][C:35]1[S:34][C:33]([B:10]([OH:12])[OH:11])=[CH:37][CH:36]=1. The catalyst class is: 5.